This data is from Reaction yield outcomes from USPTO patents with 853,638 reactions. The task is: Predict the reaction yield, written as a fraction of the theoretical maximum amount of product (1.0 means a 100% yield; for example, 0.34 means a 34% yield). (1) The reactants are [O:1]1[CH2:6][CH2:5][CH2:4][C:3](=O)[CH2:2]1.[CH3:8][O:9][C:10]1[CH:17]=[CH:16][C:13]([CH2:14][NH2:15])=[CH:12][CH:11]=1.CCN(CC)CC.[N+:25]([C:28]1[CH:36]=[CH:35][C:31]([C:32](O)=[O:33])=[CH:30][CH:29]=1)([O-:27])=[O:26].ClC(N(C)C)=C(C)C. The catalyst is C(Cl)Cl.[O-]CC.[Ti+4].[O-]CC.[O-]CC.[O-]CC.O. The product is [O:1]1[CH2:6][CH2:5][CH:4]=[C:3]([N:15]([CH2:14][C:13]2[CH:16]=[CH:17][C:10]([O:9][CH3:8])=[CH:11][CH:12]=2)[C:32](=[O:33])[C:31]2[CH:30]=[CH:29][C:28]([N+:25]([O-:27])=[O:26])=[CH:36][CH:35]=2)[CH2:2]1. The yield is 0.250. (2) The reactants are [F:1][C:2]1[CH:29]=[CH:28][C:5]2[N:6]=[C:7]([NH:9][C@H:10]3[CH2:13][C@H:12]([N:14]4[C:18]5[N:19]=[C:20](SC)[N:21]=[CH:22][C:17]=5[C:16]([CH3:26])([CH3:25])[C:15]4=[O:27])[CH2:11]3)[S:8][C:4]=2[CH:3]=1.C([SiH](CC)CC)C. The catalyst is O1CCCC1.[Pd]. The product is [F:1][C:2]1[CH:29]=[CH:28][C:5]2[N:6]=[C:7]([NH:9][C@H:10]3[CH2:11][C@H:12]([N:14]4[C:18]5[N:19]=[CH:20][N:21]=[CH:22][C:17]=5[C:16]([CH3:25])([CH3:26])[C:15]4=[O:27])[CH2:13]3)[S:8][C:4]=2[CH:3]=1. The yield is 0.510. (3) The reactants are P(Br)(Br)[Br:2].[CH2:5]([C:12]1[C:21]2[C:16](=[CH:17][CH:18]=[CH:19][CH:20]=2)[C:15](=[O:22])[O:14][C:13]=1[CH:23](O)[CH3:24])[C:6]1[CH:11]=[CH:10][CH:9]=[CH:8][CH:7]=1. The catalyst is C(Cl)Cl. The product is [CH2:5]([C:12]1[C:21]2[C:16](=[CH:17][CH:18]=[CH:19][CH:20]=2)[C:15](=[O:22])[O:14][C:13]=1[CH:23]([Br:2])[CH3:24])[C:6]1[CH:11]=[CH:10][CH:9]=[CH:8][CH:7]=1. The yield is 0.0290. (4) The reactants are [F:1][C:2]1[CH:3]=[C:4]([N:19]([C:28]2[CH:33]=[CH:32][C:31]([F:34])=[CH:30][CH:29]=2)[C:20]([C:22]2([C:25]([NH2:27])=[O:26])[CH2:24][CH2:23]2)=[O:21])[CH:5]=[CH:6][C:7]=1[O:8][C:9]1[CH:14]=[CH:13][N:12]=[C:11]2[CH:15]=[C:16](I)[S:17][C:10]=12.[CH3:35][C:36]([N:40]1[CH2:45][CH2:44][CH2:43][CH2:42][CH2:41]1)([C:38]#[CH:39])[CH3:37]. No catalyst specified. The product is [F:1][C:2]1[CH:3]=[C:4]([N:19]([C:28]2[CH:33]=[CH:32][C:31]([F:34])=[CH:30][CH:29]=2)[C:20]([C:22]2([C:25]([NH2:27])=[O:26])[CH2:24][CH2:23]2)=[O:21])[CH:5]=[CH:6][C:7]=1[O:8][C:9]1[CH:14]=[CH:13][N:12]=[C:11]2[CH:15]=[C:16]([C:39]#[C:38][C:36]([CH3:37])([N:40]3[CH2:45][CH2:44][CH2:43][CH2:42][CH2:41]3)[CH3:35])[S:17][C:10]=12. The yield is 0.380. (5) The reactants are [F:1][C:2]1[CH:7]=[CH:6][C:5]([S:8]([N:11]([CH2:15][C:16]([OH:18])=O)[CH:12]([CH3:14])[CH3:13])(=[O:10])=[O:9])=[CH:4][CH:3]=1.[Br:19][C:20]1[CH:21]=[C:22]([CH2:26][NH2:27])[CH:23]=[CH:24][CH:25]=1.CN(C(ON1N=NC2C=CC=NC1=2)=[N+](C)C)C.F[P-](F)(F)(F)(F)F.OS([O-])(=O)=O.[K+]. The catalyst is C(Cl)Cl. The product is [Br:19][C:20]1[CH:21]=[C:22]([CH:23]=[CH:24][CH:25]=1)[CH2:26][NH:27][C:16](=[O:18])[CH2:15][N:11]([CH:12]([CH3:13])[CH3:14])[S:8]([C:5]1[CH:4]=[CH:3][C:2]([F:1])=[CH:7][CH:6]=1)(=[O:9])=[O:10]. The yield is 0.600. (6) The yield is 0.850. The product is [CH3:12][O:11][C:3]1[CH:4]=[CH:5][C:6]([N+:8]([O-:10])=[O:9])=[CH:7][C:2]=1[CH3:1]. The catalyst is C(#N)C. The reactants are [CH3:1][C:2]1[CH:7]=[C:6]([N+:8]([O-:10])=[O:9])[CH:5]=[CH:4][C:3]=1[OH:11].[C:12](=O)([O-])[O-].[K+].[K+].CI. (7) The reactants are [F:1][C:2]1[CH:7]=[CH:6][C:5]([OH:8])=[CH:4][CH:3]=1.[H-].[Na+].[N:11]1[C:18]([Cl:19])=[N:17][C:15](Cl)=[N:14][C:12]=1[Cl:13].[NH4+].[Cl-]. The catalyst is O1CCCC1. The product is [Cl:13][C:12]1[N:11]=[C:18]([Cl:19])[N:17]=[C:15]([O:8][C:5]2[CH:6]=[CH:7][C:2]([F:1])=[CH:3][CH:4]=2)[N:14]=1. The yield is 0.580.